From a dataset of Forward reaction prediction with 1.9M reactions from USPTO patents (1976-2016). Predict the product of the given reaction. Given the reactants [N:1]1([CH2:6][C:7]2[CH:14]=[CH:13][C:10]([CH:11]=O)=[CH:9][CH:8]=2)[CH:5]=[N:4][N:3]=[N:2]1.[NH2:15][C:16]1[N:17]=[N:18][C:19]([CH3:22])=[CH:20][CH:21]=1.C([O:25][C:26](=O)[C:27]([OH:42])=[CH:28][C:29](=[O:41])[C:30]1[CH:35]=[CH:34][C:33]([O:36][C:37]([F:40])([F:39])[F:38])=[CH:32][CH:31]=1)C, predict the reaction product. The product is: [OH:42][C:27]1[C:26](=[O:25])[N:15]([C:16]2[N:17]=[N:18][C:19]([CH3:22])=[CH:20][CH:21]=2)[CH:11]([C:10]2[CH:13]=[CH:14][C:7]([CH2:6][N:1]3[CH:5]=[N:4][N:3]=[N:2]3)=[CH:8][CH:9]=2)[C:28]=1[C:29](=[O:41])[C:30]1[CH:31]=[CH:32][C:33]([O:36][C:37]([F:39])([F:40])[F:38])=[CH:34][CH:35]=1.